This data is from Full USPTO retrosynthesis dataset with 1.9M reactions from patents (1976-2016). The task is: Predict the reactants needed to synthesize the given product. (1) The reactants are: [OH:1][C:2]1[CH:15]=[CH:14][C:5]([C:6]([C:8]2[CH:13]=[CH:12][CH:11]=[CH:10][CH:9]=2)=[O:7])=[CH:4][CH:3]=1.CN1CC[CH2:19][C:18]1=O. Given the product [CH:18]([O:1][C:2]1[CH:3]=[CH:4][C:5]([C:6]([C:8]2[CH:13]=[CH:12][CH:11]=[CH:10][CH:9]=2)=[O:7])=[CH:14][CH:15]=1)=[CH2:19], predict the reactants needed to synthesize it. (2) Given the product [N:16]1([C:9]([O:11][C:12]([CH3:13])([CH3:14])[CH3:15])=[O:10])[C:24]2[C:19](=[CH:20][CH:21]=[C:22]([C:25]([O:27][CH3:32])=[O:26])[CH:23]=2)[CH:18]=[CH:17]1, predict the reactants needed to synthesize it. The reactants are: [C:9](O[C:9]([O:11][C:12]([CH3:15])([CH3:14])[CH3:13])=[O:10])([O:11][C:12]([CH3:15])([CH3:14])[CH3:13])=[O:10].[N:16]1(C(OC)=O)[C:24]2[C:19](=[CH:20][CH:21]=[C:22]([C:25]([O-:27])=[O:26])[CH:23]=2)[CH:18]=[CH:17]1.[C:32](#N)C. (3) Given the product [NH2:2][CH2:3][C:4]1[N:5]([CH2:26][CH:27]([CH3:29])[CH3:28])[C:6](=[O:25])[C:7]2[C:12]([C:13]=1[C:14]1[CH:19]=[CH:18][CH:17]=[CH:16][CH:15]=1)=[CH:11][C:10](/[CH:20]=[CH:21]/[C:22]([NH2:24])=[O:23])=[CH:9][CH:8]=2, predict the reactants needed to synthesize it. The reactants are: Cl.[NH2:2][CH2:3][C:4]1[N:5]([CH2:26][CH:27]([CH3:29])[CH3:28])[C:6](=[O:25])[C:7]2[C:12]([C:13]=1[C:14]1[CH:19]=[CH:18][CH:17]=[CH:16][CH:15]=1)=[CH:11][C:10](/[CH:20]=[CH:21]/[C:22]([NH2:24])=[O:23])=[CH:9][CH:8]=2.C(=O)([O-])[O-].[K+].[K+]. (4) Given the product [CH3:9][C:7]1([CH3:10])[CH2:8][C:3](=[O:2])[CH:4]=[CH:5][CH2:6]1, predict the reactants needed to synthesize it. The reactants are: C[O:2][C:3]1[CH2:8][C:7]([CH3:10])([CH3:9])[CH2:6][C:5](=O)[CH:4]=1.[H-].[H-].[H-].[H-].[Li+].[Al+3]. (5) Given the product [C:1]([O:5][C:6](=[O:19])[N:7]([CH2:8][CH3:9])[CH2:10][C:11]1[CH:12]=[N:13][CH:14]=[C:15]([B:20]2[O:24][C:23]([CH3:26])([CH3:25])[C:22]([CH3:28])([CH3:27])[O:21]2)[C:16]=1[CH3:17])([CH3:4])([CH3:3])[CH3:2], predict the reactants needed to synthesize it. The reactants are: [C:1]([O:5][C:6](=[O:19])[N:7]([CH2:10][C:11]1[CH:12]=[N:13][CH:14]=[C:15](Br)[C:16]=1[CH3:17])[CH2:8][CH3:9])([CH3:4])([CH3:3])[CH3:2].[B:20]1([B:20]2[O:24][C:23]([CH3:26])([CH3:25])[C:22]([CH3:28])([CH3:27])[O:21]2)[O:24][C:23]([CH3:26])([CH3:25])[C:22]([CH3:28])([CH3:27])[O:21]1.CC([O-])=O.[K+].CS(C)=O. (6) Given the product [C:15]([C@:9]1([CH2:10][OH:11])[O:8][C@@H:7]([N:17]2[C:26]3[N:25]=[C:24]([F:27])[N:23]=[C:21]([NH2:22])[C:20]=3[N:19]=[CH:18]2)[CH2:6][C@@H:5]1[OH:4])#[CH:16], predict the reactants needed to synthesize it. The reactants are: C([O:4][C@@H:5]1[C@@:9]([C:15]#[CH:16])([CH2:10][O:11]C(=O)C)[O:8][C@@H:7]([N:17]2[C:26]3[N:25]=[C:24]([F:27])[N:23]=[C:21]([NH2:22])[C:20]=3[N:19]=[CH:18]2)[CH2:6]1)(=O)C.N. (7) Given the product [C:1]([O:8][C@@H:9]([CH2:21][N:22]1[CH2:27][CH2:26][N:25]([S:28]([C:31]2[CH:32]=[CH:33][C:34]([O:37][CH3:38])=[CH:35][CH:36]=2)(=[O:30])=[O:29])[CH2:24][CH2:23]1)[CH2:10][O:11][C:12]1[CH:17]=[CH:16][CH:15]=[C:14]([N+:18]([O-:20])=[O:19])[CH:13]=1)(=[O:3])[CH3:2], predict the reactants needed to synthesize it. The reactants are: [C:1](OC(=O)C)(=[O:3])[CH3:2].[OH:8][C@@H:9]([CH2:21][N:22]1[CH2:27][CH2:26][N:25]([S:28]([C:31]2[CH:36]=[CH:35][C:34]([O:37][CH3:38])=[CH:33][CH:32]=2)(=[O:30])=[O:29])[CH2:24][CH2:23]1)[CH2:10][O:11][C:12]1[CH:17]=[CH:16][CH:15]=[C:14]([N+:18]([O-:20])=[O:19])[CH:13]=1.Cl.C([O-])(O)=O.[Na+].